Regression. Given a peptide amino acid sequence and an MHC pseudo amino acid sequence, predict their binding affinity value. This is MHC class I binding data. From a dataset of Peptide-MHC class I binding affinity with 185,985 pairs from IEDB/IMGT. (1) The binding affinity (normalized) is 0.613. The peptide sequence is LAALGDTAW. The MHC is HLA-B58:01 with pseudo-sequence HLA-B58:01. (2) The peptide sequence is AVITETIPI. The MHC is HLA-A68:02 with pseudo-sequence HLA-A68:02. The binding affinity (normalized) is 0.622. (3) The peptide sequence is KETINEEAA. The MHC is HLA-B54:01 with pseudo-sequence HLA-B54:01. The binding affinity (normalized) is 0.180. (4) The peptide sequence is YPKFHRSAM. The MHC is HLA-B83:01 with pseudo-sequence HLA-B83:01. The binding affinity (normalized) is 0.524. (5) The peptide sequence is NHINVELYL. The MHC is Mamu-A07 with pseudo-sequence Mamu-A07. The binding affinity (normalized) is 0.561.